From a dataset of TCR-epitope binding with 47,182 pairs between 192 epitopes and 23,139 TCRs. Binary Classification. Given a T-cell receptor sequence (or CDR3 region) and an epitope sequence, predict whether binding occurs between them. (1) The epitope is NLNESLIDL. The TCR CDR3 sequence is CASSTGGENTEAFF. Result: 0 (the TCR does not bind to the epitope). (2) The epitope is NLVPMVATV. The TCR CDR3 sequence is CASSPTGGNQPQHF. Result: 1 (the TCR binds to the epitope). (3) The epitope is RLYYDSMSY. The TCR CDR3 sequence is CASSQAHSRSTEAFF. Result: 0 (the TCR does not bind to the epitope). (4) The epitope is HTDFSSEIIGY. The TCR CDR3 sequence is CASRVAGGPYEQFF. Result: 0 (the TCR does not bind to the epitope). (5) The epitope is YYRRATRRIR. The TCR CDR3 sequence is CASTEWTALSYNEQFF. Result: 0 (the TCR does not bind to the epitope). (6) The epitope is ILGLPTQTV. The TCR CDR3 sequence is CASSLAATGPMNTEAFF. Result: 0 (the TCR does not bind to the epitope).